Predict the reactants needed to synthesize the given product. From a dataset of Full USPTO retrosynthesis dataset with 1.9M reactions from patents (1976-2016). (1) Given the product [C:3]1([C:8]([OH:43])([C:16]([F:19])([F:18])[F:17])[C:9]([O:11][CH2:12][CH3:13])=[O:10])[CH:4]=[CH:5][CH:6]=[CH:7][CH:2]=1, predict the reactants needed to synthesize it. The reactants are: O=[C:2]1[CH:7]=[CH:6][CH:5]=[CH:4][CH:3]1[CH2:8][C:9]([O:11][CH2:12][CH3:13])=[O:10].C[Si](C)(C)[C:16]([F:19])([F:18])[F:17].CCCC[N+](CCCC)(CCCC)CCCC.[F-].C1C[O:43]CC1. (2) Given the product [C:38]1([N:44]2[CH2:49][CH2:48][N:47]([C:31]([NH:23][CH2:22][CH2:21][CH2:20][CH2:19][N:16]3[CH2:15][CH2:14][N:13]([C:7]4[C:6]5[C:11](=[CH:12][C:3]([C:2]([F:24])([F:1])[F:25])=[CH:4][CH:5]=5)[N:10]=[CH:9][CH:8]=4)[CH2:18][CH2:17]3)=[O:32])[CH2:46][CH2:45]2)[CH:43]=[CH:42][CH:41]=[CH:40][CH:39]=1, predict the reactants needed to synthesize it. The reactants are: [F:1][C:2]([F:25])([F:24])[C:3]1[CH:12]=[C:11]2[C:6]([C:7]([N:13]3[CH2:18][CH2:17][N:16]([CH2:19][CH2:20][CH2:21][CH2:22][NH2:23])[CH2:15][CH2:14]3)=[CH:8][CH:9]=[N:10]2)=[CH:5][CH:4]=1.C1N=CN([C:31](N2C=NC=C2)=[O:32])C=1.[C:38]1([N:44]2[CH2:49][CH2:48][NH:47][CH2:46][CH2:45]2)[CH:43]=[CH:42][CH:41]=[CH:40][CH:39]=1. (3) Given the product [ClH:15].[CH2:12]([O:14][C:4](=[NH:5])[CH2:3][C:2](=[O:1])[C:6]1[CH:11]=[CH:10][CH:9]=[CH:8][CH:7]=1)[CH3:13], predict the reactants needed to synthesize it. The reactants are: [O:1]=[C:2]([C:6]1[CH:11]=[CH:10][CH:9]=[CH:8][CH:7]=1)[CH2:3][C:4]#[N:5].[CH2:12]([OH:14])[CH3:13].[ClH:15]. (4) Given the product [NH2:15][C:16]1[N:21]=[C:20]([S:22]([NH:25][C:26]([C:28]2[C:29]([N:9]3[CH2:10][CH2:11][C:12](=[O:13])[C:8]3([CH3:14])[CH3:7])=[N:30][C:31]([C:34]3[CH:39]=[C:38]([O:40][CH2:41][CH:42]([CH3:43])[CH3:44])[CH:37]=[C:36]([F:45])[CH:35]=3)=[CH:32][CH:33]=2)=[O:27])(=[O:24])=[O:23])[CH:19]=[CH:18][CH:17]=1, predict the reactants needed to synthesize it. The reactants are: C(=O)([O-])[O-].[K+].[K+].[CH3:7][C:8]1([CH3:14])[C:12](=[O:13])[CH2:11][CH2:10][NH:9]1.[NH2:15][C:16]1[N:21]=[C:20]([S:22]([NH:25][C:26]([C:28]2[C:29](F)=[N:30][C:31]([C:34]3[CH:39]=[C:38]([O:40][CH2:41][CH:42]([CH3:44])[CH3:43])[CH:37]=[C:36]([F:45])[CH:35]=3)=[CH:32][CH:33]=2)=[O:27])(=[O:24])=[O:23])[CH:19]=[CH:18][CH:17]=1. (5) Given the product [NH2:18][C:19]1[CH:27]=[CH:26][C:25]([O:28][C:29]([F:30])([F:31])[F:32])=[CH:24][C:20]=1[C:21]([NH:9][NH:8][C:6]1[CH:7]=[C:2]([Cl:1])[CH:3]=[CH:4][C:5]=1[S:10]([CH:13]1[CH2:17][CH2:16][CH2:15][CH2:14]1)(=[O:12])=[O:11])=[O:22], predict the reactants needed to synthesize it. The reactants are: [Cl:1][C:2]1[CH:3]=[CH:4][C:5]([S:10]([CH:13]2[CH2:17][CH2:16][CH2:15][CH2:14]2)(=[O:12])=[O:11])=[C:6]([NH:8][NH2:9])[CH:7]=1.[NH2:18][C:19]1[CH:27]=[CH:26][C:25]([O:28][C:29]([F:32])([F:31])[F:30])=[CH:24][C:20]=1[C:21](O)=[O:22].BrC1C(C)=CC(C(NNC2C=C(Cl)C=CC=2SCC)=O)=C([N+]([O-])=O)C=1. (6) Given the product [Cl:8][C:4]1[CH:5]=[CH:6][CH:7]=[C:2]([Cl:1])[C:3]=1[C:9]1[C:13]([CH2:14][O:15][C:16]2[CH:17]=[C:18]3[C:22](=[CH:23][CH:24]=2)[NH:21][CH:20]=[C:19]3[CH2:25][C:26]2[CH:27]=[C:28]([CH:33]=[CH:34][CH:35]=2)[C:29]([OH:31])=[O:30])=[C:12]([CH:36]([CH3:38])[CH3:37])[O:11][N:10]=1, predict the reactants needed to synthesize it. The reactants are: [Cl:1][C:2]1[CH:7]=[CH:6][CH:5]=[C:4]([Cl:8])[C:3]=1[C:9]1[C:13]([CH2:14][O:15][C:16]2[CH:17]=[C:18]3[C:22](=[CH:23][CH:24]=2)[NH:21][CH:20]=[C:19]3[CH2:25][C:26]2[CH:27]=[C:28]([CH:33]=[CH:34][CH:35]=2)[C:29]([O:31]C)=[O:30])=[C:12]([CH:36]([CH3:38])[CH3:37])[O:11][N:10]=1.[OH-].[Na+]. (7) Given the product [CH3:1][O:2][C:3]1[C:4]([CH3:23])=[C:5]([C:14]([O:21][CH3:22])=[C:15]([O:19][CH3:20])[C:16]=1[O:17][CH3:18])[CH2:6][C:7]1[C:8]([OH:13])=[C:9]([CH:10]=[CH:11][CH:12]=1)[CH:36]=[O:37], predict the reactants needed to synthesize it. The reactants are: [CH3:1][O:2][C:3]1[C:4]([CH3:23])=[C:5]([C:14]([O:21][CH3:22])=[C:15]([O:19][CH3:20])[C:16]=1[O:17][CH3:18])[CH2:6][C:7]1[CH:12]=[CH:11][CH:10]=[CH:9][C:8]=1[OH:13].C1N2CN3CN(C2)CN1C3.FC(F)(F)[C:36](O)=[O:37].